From a dataset of Forward reaction prediction with 1.9M reactions from USPTO patents (1976-2016). Predict the product of the given reaction. (1) Given the reactants [NH2:1][C:2]1[C:11]2[C:6](=[C:7](Br)[CH:8]=[CH:9][CH:10]=2)[N:5]=[N:4][C:3]=1[C:13]([NH:15][CH:16]1[CH2:18][CH2:17]1)=[O:14].[F:19][C:20]1[CH:21]=[CH:22][C:23]([O:29][CH3:30])=[C:24](B(O)O)[CH:25]=1, predict the reaction product. The product is: [NH2:1][C:2]1[C:11]2[C:6](=[C:7]([C:22]3[CH:21]=[C:20]([F:19])[CH:25]=[CH:24][C:23]=3[O:29][CH3:30])[CH:8]=[CH:9][CH:10]=2)[N:5]=[N:4][C:3]=1[C:13]([NH:15][CH:16]1[CH2:18][CH2:17]1)=[O:14]. (2) Given the reactants [Cl:1][C:2]1[C:7]([N:8]2[C:12]([CH3:13])=[CH:11][C:10]([CH3:14])=[N:9]2)=[C:6](Cl)[N:5]2[N:16]=[CH:17][C:18]([C:19]([O:21][CH3:22])=[O:20])=[C:4]2[N:3]=1.[CH:23]([NH2:26])([CH3:25])[CH3:24].C(=O)([O-])[O-].[K+].[K+].Cl, predict the reaction product. The product is: [Cl:1][C:2]1[C:7]([N:8]2[C:12]([CH3:13])=[CH:11][C:10]([CH3:14])=[N:9]2)=[C:6]([NH:26][CH:23]([CH3:25])[CH3:24])[N:5]2[N:16]=[CH:17][C:18]([C:19]([O:21][CH3:22])=[O:20])=[C:4]2[N:3]=1. (3) Given the reactants [CH3:1][S:2]([CH2:4][CH2:5][CH:6]([NH:18]C(=O)OC(C)(C)C)[C:7]([NH:9][CH2:10][CH2:11][CH2:12][CH2:13][CH2:14][CH2:15][CH2:16][CH3:17])=[O:8])=[O:3].C(O)(C(F)(F)F)=O, predict the reaction product. The product is: [NH2:18][CH:6]([CH2:5][CH2:4][S:2]([CH3:1])=[O:3])[C:7]([NH:9][CH2:10][CH2:11][CH2:12][CH2:13][CH2:14][CH2:15][CH2:16][CH3:17])=[O:8]. (4) Given the reactants [CH2:1]([C:3]1[N:4]([CH2:16][CH2:17][CH2:18][CH2:19][NH2:20])[C:5]2[C:14]3[CH:13]=[CH:12][CH:11]=[CH:10][C:9]=3[N:8]=[CH:7][C:6]=2[N:15]=1)[CH3:2].C(O)(=O)C.[S:25]1[CH2:29][CH2:28][C:27](=O)[CH2:26]1.C(O[BH-](OC(=O)C)OC(=O)C)(=O)C.[Na+], predict the reaction product. The product is: [CH2:1]([C:3]1[N:4]([CH2:16][CH2:17][CH2:18][CH2:19][NH:20][CH:27]2[CH2:28][CH2:29][S:25][CH2:26]2)[C:5]2[C:14]3[CH:13]=[CH:12][CH:11]=[CH:10][C:9]=3[N:8]=[CH:7][C:6]=2[N:15]=1)[CH3:2]. (5) Given the reactants C[O:2][C:3]1[CH:12]=[CH:11][C:10]2[NH:9][C:8](=[O:13])[C:7]3[S:14][CH:15]=[CH:16][C:6]=3[C:5]=2[C:4]=1[C:17]1[CH:22]=[CH:21][C:20]([C:23]2([C:26]#[N:27])[CH2:25][CH2:24]2)=[CH:19][CH:18]=1.BrB(Br)Br, predict the reaction product. The product is: [OH:2][C:3]1[CH:12]=[CH:11][C:10]2[NH:9][C:8](=[O:13])[C:7]3[S:14][CH:15]=[CH:16][C:6]=3[C:5]=2[C:4]=1[C:17]1[CH:22]=[CH:21][C:20]([C:23]2([C:26]#[N:27])[CH2:24][CH2:25]2)=[CH:19][CH:18]=1. (6) The product is: [N+:13]([C:16]1[CH:17]=[CH:18][C:19]([OH:24])=[C:20]([C:21]2[N:2]([CH3:1])[N:3]=[C:4]([C:6]3[C:11]([CH3:12])=[CH:10][CH:9]=[CH:8][N:7]=3)[N:5]=2)[CH:23]=1)([O-:15])=[O:14]. Given the reactants [CH3:1][NH:2][NH:3][C:4]([C:6]1[C:11]([CH3:12])=[CH:10][CH:9]=[CH:8][N:7]=1)=[NH:5].[N+:13]([C:16]1[CH:17]=[CH:18][C:19]([OH:24])=[C:20]([CH:23]=1)[CH:21]=O)([O-:15])=[O:14], predict the reaction product. (7) Given the reactants Cl[C:2]1[CH:7]=[C:6]([C:8]2C=CC(F)=CC=2)C=C[N:3]=1.N[C:16]1[N:20]([CH3:21])[C:19]2[CH:22]=[CH:23][CH:24]=[CH:25][C:18]=2[N:17]=1.C[C:27]1(C)[C:53]2[C:48](=[C:49](P(C3C=CC=CC=3)C3C=CC=CC=3)[CH:50]=[CH:51][CH:52]=2)[O:47][C:29]2[C:30](P(C3C=CC=CC=3)C3C=CC=CC=3)=CC=CC1=2.C([O-])([O-])=[O:69].[Cs+].[Cs+].[OH2:74], predict the reaction product. The product is: [O:74]1[C:25]2[CH:24]=[CH:23][CH:22]=[CH:19][C:18]=2[N:17]=[C:16]1[N:20]([C:21]1[CH:8]=[CH:6][CH:7]=[CH:2][N:3]=1)[CH2:27][CH2:53][CH2:52][CH2:51][CH2:50][CH2:49][C:48]([O:47][CH2:29][CH3:30])=[O:69].